Dataset: Forward reaction prediction with 1.9M reactions from USPTO patents (1976-2016). Task: Predict the product of the given reaction. (1) Given the reactants [F-].C([N+](CCCC)(CCCC)CCCC)CCC.[Cl:19][C:20]1[CH:25]=[C:24]([Cl:26])[CH:23]=[CH:22][C:21]=1[N:27]1[C:32]2=[N:33][C:34]3[C:35](=[C:36]([CH:40]=[O:41])[CH:37]=[CH:38][CH:39]=3)[N:31]2[CH2:30][CH2:29][CH2:28]1.C[Si](C)(C)[C:44]([F:47])([F:46])[F:45], predict the reaction product. The product is: [Cl:19][C:20]1[CH:25]=[C:24]([Cl:26])[CH:23]=[CH:22][C:21]=1[N:27]1[C:32]2=[N:33][C:34]3[CH:39]=[CH:38][CH:37]=[C:36]([CH:40]([OH:41])[C:44]([F:47])([F:46])[F:45])[C:35]=3[N:31]2[CH2:30][CH2:29][CH2:28]1. (2) Given the reactants [Br:1][C:2]1[CH:26]=[CH:25][C:24]([F:27])=[CH:23][C:3]=1[O:4][CH:5]1[CH2:10][CH2:9][N:8]([C:11]2[N:16]=[CH:15][C:14]([C:17]#[C:18]C(C)(O)C)=[CH:13][N:12]=2)[CH2:7][CH2:6]1.[H-].[Na+], predict the reaction product. The product is: [Br:1][C:2]1[CH:26]=[CH:25][C:24]([F:27])=[CH:23][C:3]=1[O:4][CH:5]1[CH2:10][CH2:9][N:8]([C:11]2[N:12]=[CH:13][C:14]([C:17]#[CH:18])=[CH:15][N:16]=2)[CH2:7][CH2:6]1. (3) Given the reactants Br[C:2]1[CH:7]=[CH:6][C:5]([CH:8]2[CH2:13][CH2:12][N:11]([CH3:14])[CH2:10][CH2:9]2)=[CH:4][CH:3]=1.[CH3:15][C:16]1([CH3:32])[C:20]([CH3:22])([CH3:21])[O:19][B:18]([B:18]2[O:19][C:20]([CH3:22])([CH3:21])[C:16]([CH3:32])([CH3:15])[O:17]2)[O:17]1.ClCCl.C([O-])(=O)C.[K+], predict the reaction product. The product is: [CH3:14][N:11]1[CH2:12][CH2:13][CH:8]([C:5]2[CH:6]=[CH:7][C:2]([B:18]3[O:19][C:20]([CH3:22])([CH3:21])[C:16]([CH3:32])([CH3:15])[O:17]3)=[CH:3][CH:4]=2)[CH2:9][CH2:10]1.